From a dataset of Full USPTO retrosynthesis dataset with 1.9M reactions from patents (1976-2016). Predict the reactants needed to synthesize the given product. (1) Given the product [Cl:1][C:2]1[CH:10]=[CH:9][C:5]2[NH:6][C:16](=[O:17])[NH:8][C:4]=2[C:3]=1[N+:11]([O-:13])=[O:12], predict the reactants needed to synthesize it. The reactants are: [Cl:1][C:2]1[CH:10]=[CH:9][C:5]2=[N:6][Se][N:8]=[C:4]2[C:3]=1[N+:11]([O-:13])=[O:12].[OH-].[Na+].[C:16]([O-])([O-])=[O:17].[Na+].[Na+]. (2) Given the product [N:34]([CH2:16][CH2:15][C@@H:13]([C:9]1[N:8]=[C:7]2[N:6]([CH3:18])[C:5](=[O:19])[N:4]([CH2:3][C:2]([CH3:21])([CH3:20])[CH3:1])[C:12]2=[CH:11][CH:10]=1)[CH3:14])=[N+:35]=[N-:36], predict the reactants needed to synthesize it. The reactants are: [CH3:1][C:2]([CH3:21])([CH3:20])[CH2:3][N:4]1[C:12]2[C:7](=[N:8][C:9]([C@H:13]([CH2:15][CH2:16]O)[CH3:14])=[CH:10][CH:11]=2)[N:6]([CH3:18])[C:5]1=[O:19].C(N(CC)CC)C.CS(Cl)(=O)=O.[N-:34]=[N+:35]=[N-:36].[Na+]. (3) Given the product [CH2:11]([O:13][C:14](=[O:24])[CH2:15][CH2:16][C:17]1[CH:22]=[CH:21][CH:20]=[C:19]([NH:23][C:8]([C:6]2[CH:5]=[CH:4][CH:3]=[C:2]([Br:1])[N:7]=2)=[O:10])[CH:18]=1)[CH3:12], predict the reactants needed to synthesize it. The reactants are: [Br:1][C:2]1[N:7]=[C:6]([C:8]([OH:10])=O)[CH:5]=[CH:4][CH:3]=1.[CH2:11]([O:13][C:14](=[O:24])[CH2:15][CH2:16][C:17]1[CH:22]=[CH:21][CH:20]=[C:19]([NH2:23])[CH:18]=1)[CH3:12]. (4) Given the product [C:1]([O:5][C:6]([N:8]1[CH2:12][C@H:11]([CH2:13][N:14]([C:34]([C:31]2[CH:32]=[C:33]3[C:28]([CH:27]=[CH:26][NH:25]3)=[CH:29][CH:30]=2)=[O:35])[CH:15]([CH3:16])[CH3:17])[C@@H:10]([CH2:18][C:19]2[CH:20]=[CH:21][CH:22]=[CH:23][CH:24]=2)[CH2:9]1)=[O:7])([CH3:3])([CH3:4])[CH3:2], predict the reactants needed to synthesize it. The reactants are: [C:1]([O:5][C:6]([N:8]1[CH2:12][C@H:11]([CH2:13][NH:14][CH:15]([CH3:17])[CH3:16])[C@@H:10]([CH2:18][C:19]2[CH:24]=[CH:23][CH:22]=[CH:21][CH:20]=2)[CH2:9]1)=[O:7])([CH3:4])([CH3:3])[CH3:2].[NH:25]1[C:33]2[C:28](=[CH:29][CH:30]=[C:31]([C:34](O)=[O:35])[CH:32]=2)[CH:27]=[CH:26]1.O=C1N(P(Cl)(N2CCOC2=O)=O)CCO1.C(N(CC)CC)C.C([O-])(O)=O.[Na+].